From a dataset of Peptide-MHC class I binding affinity with 185,985 pairs from IEDB/IMGT. Regression. Given a peptide amino acid sequence and an MHC pseudo amino acid sequence, predict their binding affinity value. This is MHC class I binding data. (1) The peptide sequence is DEKPKVMEG. The MHC is HLA-B07:02 with pseudo-sequence HLA-B07:02. The binding affinity (normalized) is 0.0847. (2) The peptide sequence is IEFIEVVRL. The MHC is HLA-A26:01 with pseudo-sequence HLA-A26:01. The binding affinity (normalized) is 0.0847. (3) The peptide sequence is GPKVRTWLF. The MHC is HLA-B08:01 with pseudo-sequence HLA-B08:01. The binding affinity (normalized) is 0.553. (4) The peptide sequence is NQLESKVSGK. The binding affinity (normalized) is 0.182. The MHC is HLA-A68:01 with pseudo-sequence HLA-A68:01. (5) The peptide sequence is FRYNGLIHR. The MHC is HLA-A23:01 with pseudo-sequence HLA-A23:01. The binding affinity (normalized) is 0.164.